This data is from Reaction yield outcomes from USPTO patents with 853,638 reactions. The task is: Predict the reaction yield, written as a fraction of the theoretical maximum amount of product (1.0 means a 100% yield; for example, 0.34 means a 34% yield). (1) The reactants are [NH2:1][C:2]1[N:7]=[CH:6][N:5]=[C:4]2[N:8]([CH:12]([C:14]3[C:15]([O:33][CH3:34])=[C:16]([CH:22]4[CH2:25][N:24]([C:26]([O:28][C:29]([CH3:32])([CH3:31])[CH3:30])=[O:27])[CH2:23]4)[C:17]([CH3:21])=[C:18]([Cl:20])[CH:19]=3)[CH3:13])[N:9]=[C:10](Br)[C:3]=12.[CH3:35][C:36]1(C)C(C)(C)OB(C=C)O1.C(=O)([O-])[O-].[Na+].[Na+].O. The catalyst is CN(C)C=O.C1C=CC([P]([Pd]([P](C2C=CC=CC=2)(C2C=CC=CC=2)C2C=CC=CC=2)([P](C2C=CC=CC=2)(C2C=CC=CC=2)C2C=CC=CC=2)[P](C2C=CC=CC=2)(C2C=CC=CC=2)C2C=CC=CC=2)(C2C=CC=CC=2)C2C=CC=CC=2)=CC=1. The product is [NH2:1][C:2]1[N:7]=[CH:6][N:5]=[C:4]2[N:8]([CH:12]([C:14]3[C:15]([O:33][CH3:34])=[C:16]([CH:22]4[CH2:25][N:24]([C:26]([O:28][C:29]([CH3:32])([CH3:31])[CH3:30])=[O:27])[CH2:23]4)[C:17]([CH3:21])=[C:18]([Cl:20])[CH:19]=3)[CH3:13])[N:9]=[C:10]([CH:35]=[CH2:36])[C:3]=12. The yield is 0.750. (2) The reactants are [C:1]([O:5][C:6]([N:8]1[CH2:13][CH:12]([OH:14])[CH2:11][CH:10]([C:15]([OH:17])=[O:16])[CH2:9]1)=[O:7])([CH3:4])([CH3:3])[CH3:2].[C:18]1(C)C=CC=CC=1.C[Si](C=[N+]=[N-])(C)C. The catalyst is CO. The product is [OH:14][CH:12]1[CH2:13][N:8]([C:6]([O:5][C:1]([CH3:4])([CH3:2])[CH3:3])=[O:7])[CH2:9][CH:10]([C:15]([O:17][CH3:18])=[O:16])[CH2:11]1. The yield is 0.790. (3) The reactants are [CH3:1][O:2][C:3](=[O:55])[CH2:4][NH:5][C:6](=[O:54])[C@H:7]([NH:11][C:12](=[O:53])[C@H:13]([NH:35]C(OCC1C2C=CC=CC=2C2C1=CC=CC=2)=O)[CH2:14][S:15][C:16]([C:29]1[CH:34]=[CH:33][CH:32]=[CH:31][CH:30]=1)([C:23]1[CH:28]=[CH:27][CH:26]=[CH:25][CH:24]=1)[C:17]1[CH:22]=[CH:21][CH:20]=[CH:19][CH:18]=1)[CH:8](C)[CH3:9].N(CC)CC.[C:61]([NH:78][C@@H:79]([C:87](O)=[O:88])[CH2:80][C:81]1[CH:86]=[CH:85][CH:84]=[CH:83][CH:82]=1)([O:63][CH2:64][CH:65]1[C:77]2[C:72](=[CH:73][CH:74]=[CH:75][CH:76]=2)[C:71]2[C:66]1=[CH:67][CH:68]=[CH:69][CH:70]=2)=[O:62].C1CN([P+](ON2N=NC3C=CC=CC2=3)(N2CCCC2)N2CCCC2)CC1.F[P-](F)(F)(F)(F)F.C(N(C(C)C)C(C)C)C. The catalyst is CC#N.C(Cl)Cl. The product is [CH3:1][O:2][C:3](=[O:55])[CH2:4][NH:5][C:6]([C:7]1([NH:11][C:12](=[O:53])[C@H:13]([NH:35][C:87](=[O:88])[C@H:79]([NH:78][C:61]([O:63][CH2:64][CH:65]2[C:77]3[CH:76]=[CH:75][CH:74]=[CH:73][C:72]=3[C:71]3[C:66]2=[CH:67][CH:68]=[CH:69][CH:70]=3)=[O:62])[CH2:80][C:81]2[CH:82]=[CH:83][CH:84]=[CH:85][CH:86]=2)[CH2:14][S:15][C:16]([C:23]2[CH:28]=[CH:27][CH:26]=[CH:25][CH:24]=2)([C:17]2[CH:18]=[CH:19][CH:20]=[CH:21][CH:22]=2)[C:29]2[CH:34]=[CH:33][CH:32]=[CH:31][CH:30]=2)[CH2:9][CH2:8]1)=[O:54]. The yield is 0.820. (4) The reactants are [NH2:1][C:2]1[CH:3]=[C:4]([C:9]2[CH:10]=[N:11][N:12]3[CH:17]=[CH:16][C:15]([C:18]([N:20]([C:22]4[CH:27]=[CH:26][C:25]([C:28]#[N:29])=[CH:24][N:23]=4)[CH3:21])=[O:19])=[CH:14][C:13]=23)[CH:5]=[N:6][C:7]=1[Cl:8].N1C=CC=CC=1.[CH3:36][S:37](Cl)(=[O:39])=[O:38]. The catalyst is ClCCl. The product is [Cl:8][C:7]1[N:6]=[CH:5][C:4]([C:9]2[CH:10]=[N:11][N:12]3[CH:17]=[CH:16][C:15]([C:18]([N:20]([C:22]4[CH:27]=[CH:26][C:25]([C:28]#[N:29])=[CH:24][N:23]=4)[CH3:21])=[O:19])=[CH:14][C:13]=23)=[CH:3][C:2]=1[NH:1][S:37]([CH3:36])(=[O:39])=[O:38]. The yield is 0.120. (5) The product is [OH:8][CH2:7][C:6]1[CH:12]=[CH:13][N:14]=[C:4]([C:2]([NH2:1])=[O:3])[CH:5]=1. The catalyst is C(O)C. The yield is 0.980. The reactants are [NH2:1][C:2]([C:4]1[CH:5]=[C:6]([CH:12]=[CH:13][N:14]=1)[C:7](OCC)=[O:8])=[O:3].[BH4-].[Na+].[Cl-].[Na+]. (6) The reactants are [CH3:1][C:2]([CH3:26])([CH2:24][OH:25])[CH2:3][N:4]1[CH2:12][C:11]2[C:6](=[CH:7][CH:8]=[C:9]([C:13]3[CH:14]=[C:15]([CH:19]=[CH:20][C:21]=3[CH3:22])[C:16]([OH:18])=O)[CH:10]=2)[C:5]1=[O:23].CCN=C=N[CH2:32][CH2:33][CH2:34][N:35](C)C.Cl.C1C=CC2N(O)N=NC=2C=1.CN1CCOCC1.C1(N)CC1. The catalyst is CN(C=O)C. The product is [CH:34]1([NH:35][C:16](=[O:18])[C:15]2[CH:19]=[CH:20][C:21]([CH3:22])=[C:13]([C:9]3[CH:10]=[C:11]4[C:6](=[CH:7][CH:8]=3)[C:5](=[O:23])[N:4]([CH2:3][C:2]([CH3:26])([CH3:1])[CH2:24][OH:25])[CH2:12]4)[CH:14]=2)[CH2:32][CH2:33]1. The yield is 0.520. (7) No catalyst specified. The yield is 0.943. The reactants are CO.Cl.[N:4]1[C:13]2[C:8](=[CH:9][CH:10]=[CH:11][C:12]=2[S:14]([NH:17][C:18]2[CH:38]=[CH:37][C:21]([C:22]([N:24]3[CH2:29][CH2:28][N:27](C(OC(C)(C)C)=O)[CH2:26][CH2:25]3)=[O:23])=[CH:20][CH:19]=2)(=[O:16])=[O:15])[CH:7]=[CH:6][CH:5]=1. The product is [N:24]1([C:22]([C:21]2[CH:20]=[CH:19][C:18]([NH:17][S:14]([C:12]3[CH:11]=[CH:10][CH:9]=[C:8]4[C:13]=3[N:4]=[CH:5][CH:6]=[CH:7]4)(=[O:16])=[O:15])=[CH:38][CH:37]=2)=[O:23])[CH2:29][CH2:28][NH:27][CH2:26][CH2:25]1. (8) The catalyst is C1COCC1.O. The yield is 0.935. The product is [C:16]([O:15][C:13]([NH:11][CH2:12][C@H:8]([C:5]1[CH:6]=[CH:7][C:2]([Cl:1])=[C:3]([F:21])[CH:4]=1)[CH2:9][C:10]([OH:23])=[O:20])=[O:14])([CH3:19])([CH3:18])[CH3:17]. The reactants are [Cl:1][C:2]1[CH:7]=[CH:6][C:5]([C@H:8]2[CH2:12][N:11]([C:13]([O:15][C:16]([CH3:19])([CH3:18])[CH3:17])=[O:14])[C:10](=[O:20])[CH2:9]2)=[CH:4][C:3]=1[F:21].[Li+].[OH-:23].Cl. (9) The reactants are [F:1][C:2]1[CH:3]=[C:4]([C:17]23[CH2:24][CH2:23][C:20]([CH2:25][CH2:26][O:27][CH2:28][C:29](O)=[O:30])([CH2:21][CH2:22]2)[CH2:19][O:18]3)[CH:5]=[C:6]([O:8][C:9]2[CH:14]=[CH:13][C:12]([CH3:15])=[C:11]([F:16])[CH:10]=2)[CH:7]=1.C1C=CC2[N:40]([OH:41])N=NC=2C=1.[CH2:42](Cl)[CH2:43]Cl.CN(C=O)C.[CH2:51]1C[O:54][CH2:53][CH2:52]1. No catalyst specified. The product is [F:1][C:2]1[CH:3]=[C:4]([C:17]23[CH2:24][CH2:23][C:20]([CH2:25][CH2:26][O:27][CH2:28][C:29]([NH:40][O:41][CH:43]4[CH2:42][CH2:51][CH2:52][CH2:53][O:54]4)=[O:30])([CH2:21][CH2:22]2)[CH2:19][O:18]3)[CH:5]=[C:6]([O:8][C:9]2[CH:14]=[CH:13][C:12]([CH3:15])=[C:11]([F:16])[CH:10]=2)[CH:7]=1. The yield is 0.960. (10) The reactants are Br[C:2]1[CH:7]=[CH:6][C:5]([N+:8]([O-:10])=[O:9])=[CH:4][N:3]=1.[NH:11]1[CH2:16][CH2:15][O:14][CH2:13][CH2:12]1. The catalyst is ClCCl. The product is [N+:8]([C:5]1[CH:6]=[CH:7][C:2]([N:11]2[CH2:16][CH2:15][O:14][CH2:13][CH2:12]2)=[N:3][CH:4]=1)([O-:10])=[O:9]. The yield is 0.950.